From a dataset of NCI-60 drug combinations with 297,098 pairs across 59 cell lines. Regression. Given two drug SMILES strings and cell line genomic features, predict the synergy score measuring deviation from expected non-interaction effect. (1) Drug 1: CC1=C2C(C(=O)C3(C(CC4C(C3C(C(C2(C)C)(CC1OC(=O)C(C(C5=CC=CC=C5)NC(=O)C6=CC=CC=C6)O)O)OC(=O)C7=CC=CC=C7)(CO4)OC(=O)C)O)C)OC(=O)C. Drug 2: CC1=C(C(=CC=C1)Cl)NC(=O)C2=CN=C(S2)NC3=CC(=NC(=N3)C)N4CCN(CC4)CCO. Cell line: UACC-257. Synergy scores: CSS=9.34, Synergy_ZIP=-2.79, Synergy_Bliss=-0.240, Synergy_Loewe=0.0494, Synergy_HSA=0.740. (2) Drug 1: C1=CN(C(=O)N=C1N)C2C(C(C(O2)CO)O)O.Cl. Drug 2: CC(C)(C#N)C1=CC(=CC(=C1)CN2C=NC=N2)C(C)(C)C#N. Cell line: HL-60(TB). Synergy scores: CSS=22.6, Synergy_ZIP=-3.07, Synergy_Bliss=-3.09, Synergy_Loewe=-2.54, Synergy_HSA=1.08.